Dataset: Catalyst prediction with 721,799 reactions and 888 catalyst types from USPTO. Task: Predict which catalyst facilitates the given reaction. (1) Reactant: [Br:1][C:2]1[CH:7]=[CH:6][C:5]([OH:8])=[C:4]([CH2:9][CH3:10])[CH:3]=1.CC1C=CC(S(O[CH2:22][C:23]2([C:26]#[N:27])[CH2:25][CH2:24]2)(=O)=O)=CC=1.C(=O)([O-])[O-].[K+].[K+]. Product: [Br:1][C:2]1[CH:7]=[CH:6][C:5]([O:8][CH2:22][C:23]2([C:26]#[N:27])[CH2:25][CH2:24]2)=[C:4]([CH2:9][CH3:10])[CH:3]=1. The catalyst class is: 3. (2) Reactant: [NH:1]1[CH2:6][CH2:5][CH2:4][C@H:3]([NH:7][C:8](=[O:14])[O:9][C:10]([CH3:13])([CH3:12])[CH3:11])[CH2:2]1.[CH:15](=O)[C:16]1[CH:21]=[CH:20][CH:19]=[CH:18][CH:17]=1.C(O[BH-](OC(=O)C)OC(=O)C)(=O)C.[Na+].[Na]. Product: [CH2:15]([N:1]1[CH2:6][CH2:5][CH2:4][C@H:3]([NH:7][C:8](=[O:14])[O:9][C:10]([CH3:11])([CH3:13])[CH3:12])[CH2:2]1)[C:16]1[CH:21]=[CH:20][CH:19]=[CH:18][CH:17]=1. The catalyst class is: 676. (3) Reactant: Cl[C:2]1[N:11]=[C:10]([NH:12][CH2:13][CH2:14][C:15]2[CH:20]=[CH:19][N:18]=[CH:17][CH:16]=2)[C:9]2[C:4](=[CH:5][CH:6]=[CH:7][CH:8]=2)[N:3]=1.[CH3:21][C:22]1[C:27](B(O)O)=[CH:26][N:25]2[CH:31]=[CH:32][N:33]=[C:24]2[CH:23]=1.C(NC1C2C(=CC=CC=2)N=C(C2SC3C=CC=CC=3C=2)N=1)(C1C=CC=CC=1)C1C=CC=CC=1. Product: [CH3:21][C:22]1[C:27]([C:2]2[N:11]=[C:10]([NH:12][CH2:13][CH2:14][C:15]3[CH:20]=[CH:19][N:18]=[CH:17][CH:16]=3)[C:9]3[C:4](=[CH:5][CH:6]=[CH:7][CH:8]=3)[N:3]=2)=[CH:26][N:25]2[CH:31]=[CH:32][N:33]=[C:24]2[CH:23]=1. The catalyst class is: 147. (4) Reactant: [CH2:1]([OH:8])[C:2]1[CH:7]=[CH:6][CH:5]=[CH:4][CH:3]=1.[H-].[Na+].[F:11][C:12]1[CH:13]=[C:14]([CH2:19][C:20]([OH:22])=[O:21])[CH:15]=[C:16](F)[CH:17]=1. Product: [CH2:1]([O:8][C:16]1[CH:15]=[C:14]([CH2:19][C:20]([OH:22])=[O:21])[CH:13]=[C:12]([F:11])[CH:17]=1)[C:2]1[CH:7]=[CH:6][CH:5]=[CH:4][CH:3]=1.[CH2:1]([OH:8])[C:2]1[CH:7]=[CH:6][CH:5]=[CH:4][CH:3]=1. The catalyst class is: 37. (5) Reactant: [C:1]([O:5][C:6]([N:8]([CH2:27][CH:28]1[CH2:30][CH2:29]1)[C:9]1[N:10]=[CH:11][C:12]([O:15][C:16]2[CH:17]=[C:18]([CH:23]=[C:24]([OH:26])[CH:25]=2)[C:19]([O:21][CH3:22])=[O:20])=[N:13][CH:14]=1)=[O:7])([CH3:4])([CH3:3])[CH3:2].Cl[C:32]([F:37])([F:36])C([O-])=O.[Na+].C(=O)([O-])[O-].[Cs+].[Cs+].CN(C=O)C. Product: [C:1]([O:5][C:6]([N:8]([CH2:27][CH:28]1[CH2:29][CH2:30]1)[C:9]1[N:10]=[CH:11][C:12]([O:15][C:16]2[CH:17]=[C:18]([CH:23]=[C:24]([O:26][CH:32]([F:37])[F:36])[CH:25]=2)[C:19]([O:21][CH3:22])=[O:20])=[N:13][CH:14]=1)=[O:7])([CH3:4])([CH3:2])[CH3:3]. The catalyst class is: 6.